Dataset: Reaction yield outcomes from USPTO patents with 853,638 reactions. Task: Predict the reaction yield, written as a fraction of the theoretical maximum amount of product (1.0 means a 100% yield; for example, 0.34 means a 34% yield). The reactants are [CH3:1][O:2][C:3]1[CH:8]=[CH:7][C:6](B(O)O)=[C:5]([CH3:12])[CH:4]=1.[CH3:13][O:14][C:15]([C:17]1[S:18][C:19](Br)=[C:20]([CH3:22])[CH:21]=1)=[O:16].C([O-])([O-])=O.[K+].[K+]. The catalyst is C1(C)C=CC=CC=1.O.[Pd].C1(P(C2C=CC=CC=2)C2C=CC=CC=2)C=CC=CC=1.C1(P(C2C=CC=CC=2)C2C=CC=CC=2)C=CC=CC=1.C1(P(C2C=CC=CC=2)C2C=CC=CC=2)C=CC=CC=1.C1(P(C2C=CC=CC=2)C2C=CC=CC=2)C=CC=CC=1. The product is [CH3:13][O:14][C:15]([C:17]1[S:18][C:19]([C:6]2[CH:7]=[CH:8][C:3]([O:2][CH3:1])=[CH:4][C:5]=2[CH3:12])=[C:20]([CH3:22])[CH:21]=1)=[O:16]. The yield is 0.390.